Dataset: Forward reaction prediction with 1.9M reactions from USPTO patents (1976-2016). Task: Predict the product of the given reaction. Given the reactants C([O:3][C:4](=[O:39])[CH2:5][N:6]([C:18]1[CH:23]=[C:22]([Cl:24])[C:21]([O:25][C:26]2[CH:31]=[CH:30][C:29]([O:32]C)=[C:28]([CH:34]([CH2:36][CH3:37])[CH3:35])[CH:27]=2)=[C:20]([Cl:38])[CH:19]=1)[C:7]([O:9][C:10]1[CH:15]=[CH:14][C:13]([O:16]C)=[CH:12][CH:11]=1)=[O:8])C.B(Br)(Br)Br, predict the reaction product. The product is: [CH:34]([C:28]1[CH:27]=[C:26]([CH:31]=[CH:30][C:29]=1[OH:32])[O:25][C:21]1[C:20]([Cl:38])=[CH:19][C:18]([N:6]([CH2:5][C:4]([OH:39])=[O:3])[C:7]([O:9][C:10]2[CH:11]=[CH:12][C:13]([OH:16])=[CH:14][CH:15]=2)=[O:8])=[CH:23][C:22]=1[Cl:24])([CH2:36][CH3:37])[CH3:35].